This data is from Reaction yield outcomes from USPTO patents with 853,638 reactions. The task is: Predict the reaction yield, written as a fraction of the theoretical maximum amount of product (1.0 means a 100% yield; for example, 0.34 means a 34% yield). (1) The reactants are [NH2:1][C@H:2]1[C@@H:7]([CH3:8])[CH2:6][N:5]([C:9]2[CH:14]=[CH:13][N:12]=[CH:11][C:10]=2[NH:15][C:16](=[O:32])[C:17]2[CH:22]=[CH:21][C:20]([F:23])=[C:19]([C:24]3[C:29]([F:30])=[CH:28][CH:27]=[CH:26][C:25]=3[F:31])[N:18]=2)[CH2:4][C@H:3]1[NH:33]C(=O)OC(C)(C)C.[CH3:41][S:42](Cl)(=[O:44])=[O:43]. No catalyst specified. The product is [NH2:33][C@H:3]1[C@@H:2]([NH:1][S:42]([CH3:41])(=[O:44])=[O:43])[C@@H:7]([CH3:8])[CH2:6][N:5]([C:9]2[CH:14]=[CH:13][N:12]=[CH:11][C:10]=2[NH:15][C:16](=[O:32])[C:17]2[CH:22]=[CH:21][C:20]([F:23])=[C:19]([C:24]3[C:29]([F:30])=[CH:28][CH:27]=[CH:26][C:25]=3[F:31])[N:18]=2)[CH2:4]1. The yield is 0.280. (2) The reactants are [C:1]([O:5][C:6](=[O:24])[NH:7][C@H:8]([CH:21]([CH3:23])[CH3:22])[C:9](=[O:20])/[CH:10]=[CH:11]\[C:12]1[CH:17]=[CH:16][CH:15]=[C:14]([C:18]#[N:19])[CH:13]=1)([CH3:4])([CH3:3])[CH3:2]. The catalyst is [Pd].CO. The product is [C:1]([O:5][C:6](=[O:24])[NH:7][C@H:8]([CH:21]([CH3:22])[CH3:23])[C:9](=[O:20])[CH2:10][CH2:11][C:12]1[CH:17]=[CH:16][CH:15]=[C:14]([C:18]#[N:19])[CH:13]=1)([CH3:4])([CH3:3])[CH3:2]. The yield is 0.790.